From a dataset of Full USPTO retrosynthesis dataset with 1.9M reactions from patents (1976-2016). Predict the reactants needed to synthesize the given product. (1) Given the product [CH3:2][O:1][NH:3][S:10]([C:7]1[CH:8]=[CH:9][C:4]([CH3:14])=[CH:5][CH:6]=1)(=[O:12])=[O:11], predict the reactants needed to synthesize it. The reactants are: [O:1]([NH2:3])[CH3:2].[C:4]1([CH3:14])[CH:9]=[CH:8][C:7]([S:10](Cl)(=[O:12])=[O:11])=[CH:6][CH:5]=1.O. (2) Given the product [N:21]([C@@H:24]1[CH2:28][N:27]([C@H:7]([C:12]2[CH:13]=[N:14][C:15]([Cl:18])=[CH:16][CH:17]=2)[C:8]([F:11])([F:10])[F:9])[CH2:26][C@H:25]1[OH:29])=[N+:22]=[N-:23], predict the reactants needed to synthesize it. The reactants are: FC(F)(F)S(O[C@@H:7]([C:12]1[CH:13]=[N:14][C:15]([Cl:18])=[CH:16][CH:17]=1)[C:8]([F:11])([F:10])[F:9])(=O)=O.[N:21]([C@@H:24]1[CH2:28][NH:27][CH2:26][C@H:25]1[OH:29])=[N+:22]=[N-:23]. (3) The reactants are: [NH2:1][CH2:2][C@:3]([C:6]1[CH:11]=[C:10]([Br:12])[CH:9]=[CH:8][C:7]=1[F:13])([OH:5])[CH3:4].[N+:14]([C:17]1[CH:22]=[CH:21][CH:20]=[CH:19][C:18]=1[S:23](Cl)(=[O:25])=[O:24])([O-:16])=[O:15].[OH-].[Na+]. Given the product [Br:12][C:10]1[CH:9]=[CH:8][C:7]([F:13])=[C:6]([C@@:3]([OH:5])([CH3:4])[CH2:2][NH:1][S:23]([C:18]2[CH:19]=[CH:20][CH:21]=[CH:22][C:17]=2[N+:14]([O-:16])=[O:15])(=[O:24])=[O:25])[CH:11]=1, predict the reactants needed to synthesize it. (4) Given the product [CH2:12]([O:11][C:10]1[C:9]2[O:18][CH2:16][O:19][CH2:20][C:1]=2[CH:2]=[C:3]([CH:24]=[O:25])[CH:4]=1)[CH3:13], predict the reactants needed to synthesize it. The reactants are: [CH2:1]([Li])[CH2:2][CH2:3][CH3:4].C(N1[CH2:13][CH2:12][O:11][CH2:10][CH2:9]1)=O.[Cl-].[NH4+].[C:16]([O:19][CH2:20]C)(=[O:18])C.C1C[O:25][CH2:24]C1. (5) Given the product [CH:32]1[C:27]2[CH:26]=[CH:25][C:24]3[CH:23]=[CH:22][CH:21]=[CH:20][C:19]=3[CH:18]([CH2:17][CH2:16][CH2:15][N:14]([CH3:13])[C:50](=[O:52])[CH2:49][NH:48][C:46](=[O:47])[O:45][C:41]([CH3:42])([CH3:43])[CH3:44])[C:28]=2[CH:29]=[CH:30][CH:31]=1, predict the reactants needed to synthesize it. The reactants are: Cl.C(N=C=NCCCN(C)C)C.[CH3:13][NH:14][CH2:15][CH2:16][CH2:17][CH:18]1[C:28]2[CH:29]=[CH:30][CH:31]=[CH:32][C:27]=2[CH:26]=[CH:25][C:24]2[CH:23]=[CH:22][CH:21]=[CH:20][C:19]1=2.Cl.C(N(CC)CC)C.[C:41]([O:45][C:46]([NH:48][CH2:49][C:50]([OH:52])=O)=[O:47])([CH3:44])([CH3:43])[CH3:42].C(=O)([O-])O.[Na+]. (6) Given the product [Cl:25][C:6]1[CH:5]=[C:4]([CH:9]=[CH:8][C:7]=1[CH:10]([CH3:24])[C:11]([C:17]1[CH:22]=[CH:21][N:20]=[C:19]([Cl:23])[CH:18]=1)([OH:16])[C:12]([F:15])([F:14])[F:13])[C:3]([OH:26])=[O:2], predict the reactants needed to synthesize it. The reactants are: C[O:2][C:3](=[O:26])[C:4]1[CH:9]=[CH:8][C:7]([CH:10]([CH3:24])[C:11]([C:17]2[CH:22]=[CH:21][N:20]=[C:19]([Cl:23])[CH:18]=2)([OH:16])[C:12]([F:15])([F:14])[F:13])=[C:6]([Cl:25])[CH:5]=1.[Li+].[OH-]. (7) Given the product [NH:31]1[C:32]2[C:28](=[C:27]([C:2]3[N:3]=[C:4]([N:13]4[CH2:18][CH2:17][O:16][CH2:15][CH2:14]4)[C:5]4[S:10][C:9]([CH:11]=[O:12])=[CH:8][C:6]=4[N:7]=3)[CH:35]=[CH:34][CH:33]=2)[CH:29]=[N:30]1, predict the reactants needed to synthesize it. The reactants are: Cl[C:2]1[N:3]=[C:4]([N:13]2[CH2:18][CH2:17][O:16][CH2:15][CH2:14]2)[C:5]2[S:10][C:9]([CH:11]=[O:12])=[CH:8][C:6]=2[N:7]=1.CC1(C)C(C)(C)OB([C:27]2[CH:35]=[CH:34][CH:33]=[C:32]3[C:28]=2[CH:29]=[N:30][NH:31]3)O1.C(=O)([O-])[O-].[Na+].[Na+].C(O)C.